Dataset: Forward reaction prediction with 1.9M reactions from USPTO patents (1976-2016). Task: Predict the product of the given reaction. (1) Given the reactants [Cl-].O[NH3+:3].[C:4](=[O:7])([O-])[OH:5].[Na+].CS(C)=O.[CH2:13]([S:15][C:16]1[N:17]([CH2:30][C:31]2[CH:36]=[CH:35][C:34]([C:37]3[C:38]([C:43]#[N:44])=[CH:39][CH:40]=[CH:41][CH:42]=3)=[CH:33][CH:32]=2)[C:18](=[O:29])[C:19]([C:23]2[CH:28]=[CH:27][CH:26]=[CH:25][CH:24]=2)=[C:20]([CH3:22])[N:21]=1)[CH3:14], predict the reaction product. The product is: [CH2:13]([S:15][C:16]1[N:17]([CH2:30][C:31]2[CH:32]=[CH:33][C:34]([C:37]3[CH:42]=[CH:41][CH:40]=[CH:39][C:38]=3[C:43]3[NH:3][C:4](=[O:7])[O:5][N:44]=3)=[CH:35][CH:36]=2)[C:18](=[O:29])[C:19]([C:23]2[CH:24]=[CH:25][CH:26]=[CH:27][CH:28]=2)=[C:20]([CH3:22])[N:21]=1)[CH3:14]. (2) Given the reactants [C:1]([NH:5][C:6]1[CH:11]=[CH:10][C:9](B2OC(C)(C)C(C)(C)O2)=[CH:8][C:7]=1[N+:21]([O-:23])=[O:22])([CH3:4])([CH3:3])[CH3:2].[NH2:24][C:25]1[N:30]=[C:29]([O:31][CH3:32])[C:28](Br)=[CH:27][N:26]=1.C([O-])([O-])=O.[Na+].[Na+], predict the reaction product. The product is: [C:1]([NH:5][C:6]1[CH:11]=[CH:10][C:9]([C:28]2[C:29]([O:31][CH3:32])=[N:30][C:25]([NH2:24])=[N:26][CH:27]=2)=[CH:8][C:7]=1[N+:21]([O-:23])=[O:22])([CH3:2])([CH3:3])[CH3:4].